Task: Predict the reaction yield, written as a fraction of the theoretical maximum amount of product (1.0 means a 100% yield; for example, 0.34 means a 34% yield).. Dataset: Reaction yield outcomes from USPTO patents with 853,638 reactions (1) The reactants are [Cl:1][C:2]1[C:7]([C:8]([OH:10])=O)=[CH:6][N:5]=[C:4]([Cl:11])[CH:3]=1.CN(C(ON1N=NC2C=CC=NC1=2)=[N+](C)C)C.F[P-](F)(F)(F)(F)F.C(N(CC)C(C)C)(C)C.Cl.[F:46][C:47]1[CH:52]=[CH:51][C:50]([CH:53]2[CH2:58][CH2:57][NH:56][CH2:55][CH2:54]2)=[CH:49][CH:48]=1.C(=O)([O-])O.[Na+]. The catalyst is CN(C=O)C. The product is [Cl:1][C:2]1[CH:3]=[C:4]([Cl:11])[N:5]=[CH:6][C:7]=1[C:8]([N:56]1[CH2:57][CH2:58][CH:53]([C:50]2[CH:49]=[CH:48][C:47]([F:46])=[CH:52][CH:51]=2)[CH2:54][CH2:55]1)=[O:10]. The yield is 0.710. (2) The yield is 0.0400. The reactants are [NH2:1][C:2]1[N:7]=[C:6]([NH:8][C:9]([C:11]2[CH:16]=[CH:15][CH:14]=[CH:13][C:12]=2[F:17])=[O:10])[CH:5]=[CH:4][C:3]=1Br.[O-]P([O-])([O-])=O.[K+].[K+].[K+].[C:27](#[N:29])[CH3:28]. The catalyst is O1CCOCC1.O. The product is [NH2:1][C:2]1[N:7]=[C:6]([NH:8][C:9]([C:11]2[CH:16]=[CH:15][CH:14]=[CH:13][C:12]=2[F:17])=[O:10])[CH:5]=[CH:4][C:3]=1[C:6]1[N:7]([CH3:2])[N:29]=[C:27]([C:11]2[CH:16]=[CH:15][CH:14]=[CH:13][CH:12]=2)[CH:28]=1.